From a dataset of Reaction yield outcomes from USPTO patents with 853,638 reactions. Predict the reaction yield, written as a fraction of the theoretical maximum amount of product (1.0 means a 100% yield; for example, 0.34 means a 34% yield). The reactants are [CH:1]1([N:6]2[C:10]3[N:11]=[C:12]([C:28]4[CH2:29][C:30]([CH3:37])([CH3:36])[NH:31][C:32]([CH3:35])([CH3:34])[CH:33]=4)[CH:13]=[C:14]([C:15]([NH:17][CH2:18][C:19]4[C:20](=[O:27])[NH:21][C:22]([CH3:26])=[CH:23][C:24]=4[CH3:25])=[O:16])[C:9]=3[CH:8]=[N:7]2)[CH2:5][CH2:4][CH2:3][CH2:2]1. The catalyst is CCO.[Pd]. The product is [CH:1]1([N:6]2[C:10]3[N:11]=[C:12]([CH:28]4[CH2:33][C:32]([CH3:35])([CH3:34])[NH:31][C:30]([CH3:37])([CH3:36])[CH2:29]4)[CH:13]=[C:14]([C:15]([NH:17][CH2:18][C:19]4[C:20](=[O:27])[NH:21][C:22]([CH3:26])=[CH:23][C:24]=4[CH3:25])=[O:16])[C:9]=3[CH:8]=[N:7]2)[CH2:2][CH2:3][CH2:4][CH2:5]1. The yield is 0.750.